Predict the reactants needed to synthesize the given product. From a dataset of Full USPTO retrosynthesis dataset with 1.9M reactions from patents (1976-2016). (1) Given the product [Br:23][C:10]1[N:11]([CH2:14][C:15]([N:17]2[CH2:18][CH2:19][O:20][CH2:21][CH2:22]2)=[O:16])[C:12]2[C:8]([C:9]=1[CH:24]1[CH2:29][CH2:28][CH2:27][CH2:26][CH2:25]1)=[CH:7][CH:6]=[C:5]([C:3]([OH:4])=[O:2])[CH:13]=2, predict the reactants needed to synthesize it. The reactants are: C[O:2][C:3]([C:5]1[CH:13]=[C:12]2[C:8]([C:9]([CH:24]3[CH2:29][CH2:28][CH2:27][CH2:26][CH2:25]3)=[C:10]([Br:23])[N:11]2[CH2:14][C:15]([N:17]2[CH2:22][CH2:21][O:20][CH2:19][CH2:18]2)=[O:16])=[CH:7][CH:6]=1)=[O:4].[Li+].[OH-].CO. (2) Given the product [CH2:23]([O:22][C:20](=[O:21])[C:19]1[CH:25]=[CH:26][C:16]([NH:15][C:9](=[O:11])[C:8]2[CH:7]=[C:6]([C:12](=[O:13])[NH2:14])[CH:5]=[CH:4][C:3]=2[O:2][CH3:1])=[CH:17][CH:18]=1)[CH3:24], predict the reactants needed to synthesize it. The reactants are: [CH3:1][O:2][C:3]1[C:8]([C:9]([OH:11])=O)=[CH:7][C:6]([C:12]([NH2:14])=[O:13])=[CH:5][CH:4]=1.[NH2:15][C:16]1[CH:26]=[CH:25][C:19]([C:20]([O:22][CH2:23][CH3:24])=[O:21])=[CH:18][CH:17]=1. (3) Given the product [NH2:8][C:4]1[N:5]=[CH:6][N:7]=[C:2]([NH:15][C@H:16]([C:19]2[N:28]([C:29]3[CH:34]=[CH:33][CH:32]=[CH:31][C:30]=3[CH3:35])[C:27](=[O:36])[C:26]3[C:21](=[CH:22][CH:23]=[CH:24][C:25]=3[CH3:37])[N:20]=2)[CH2:17][CH3:18])[C:3]=1[C:9]1[N:13]=[CH:12][N:11]([CH3:14])[N:10]=1, predict the reactants needed to synthesize it. The reactants are: Cl[C:2]1[N:7]=[CH:6][N:5]=[C:4]([NH2:8])[C:3]=1[C:9]1[N:13]=[CH:12][N:11]([CH3:14])[N:10]=1.[NH2:15][C@H:16]([C:19]1[N:28]([C:29]2[CH:34]=[CH:33][CH:32]=[CH:31][C:30]=2[CH3:35])[C:27](=[O:36])[C:26]2[C:21](=[CH:22][CH:23]=[CH:24][C:25]=2[CH3:37])[N:20]=1)[CH2:17][CH3:18].CCN(C(C)C)C(C)C.C(Cl)Cl.CO. (4) Given the product [C:19]([C:4]1[S:3][C:2]([NH:1][C:31]([NH:30][C:26]2[CH:27]=[CH:28][CH:29]=[C:24]([Cl:23])[C:25]=2[Cl:33])=[O:32])=[C:6]([C:7]([N:9]2[CH2:14][CH2:13][NH:12][C:11](=[O:15])[C:10]2([CH2:17][CH3:18])[CH3:16])=[O:8])[CH:5]=1)([CH3:21])([CH3:20])[CH3:22], predict the reactants needed to synthesize it. The reactants are: [NH2:1][C:2]1[S:3][C:4]([C:19]([CH3:22])([CH3:21])[CH3:20])=[CH:5][C:6]=1[C:7]([N:9]1[CH2:14][CH2:13][NH:12][C:11](=[O:15])[C:10]1([CH2:17][CH3:18])[CH3:16])=[O:8].[Cl:23][C:24]1[CH:29]=[CH:28][CH:27]=[C:26]([N:30]=[C:31]=[O:32])[C:25]=1[Cl:33]. (5) The reactants are: [CH2:1]([O:8][C:9]1[C:10]([CH2:20][CH:21]=[O:22])=[CH:11][C:12]([Cl:19])=[C:13]2[C:18]=1[N:17]=[CH:16][CH:15]=[CH:14]2)[C:2]1[CH:7]=[CH:6][CH:5]=[CH:4][CH:3]=1.[CH2:23]1[O:31][C:30]2[C:25](=[CH:26][CH:27]=[C-:28][CH:29]=2)[O:24]1.[Mg+2].[Br-].C1(C)C=CC=CC=1.O1CCCC1. Given the product [O:24]1[C:25]2[CH:26]=[CH:27][C:28]([CH:21]([OH:22])[CH2:20][C:10]3[C:9]([O:8][CH2:1][C:2]4[CH:7]=[CH:6][CH:5]=[CH:4][CH:3]=4)=[C:18]4[C:13]([CH:14]=[CH:15][CH:16]=[N:17]4)=[C:12]([Cl:19])[CH:11]=3)=[CH:29][C:30]=2[O:31][CH2:23]1, predict the reactants needed to synthesize it. (6) Given the product [CH3:1][O:2][C:3]([C:5]1[CH:9]=[CH:8][N:7]([C:13]2[CH2:17][C:16]([C:22]3[CH:27]=[C:26]([Cl:28])[CH:25]=[C:24]([Cl:29])[CH:23]=3)([C:18]([F:19])([F:20])[F:21])[O:15][N:14]=2)[N:6]=1)=[O:4], predict the reactants needed to synthesize it. The reactants are: [CH3:1][O:2][C:3]([C:5]1[CH:9]=[CH:8][NH:7][N:6]=1)=[O:4].[H-].[Na+].Cl[C:13]1[CH2:17][C:16]([C:22]2[CH:27]=[C:26]([Cl:28])[CH:25]=[C:24]([Cl:29])[CH:23]=2)([C:18]([F:21])([F:20])[F:19])[O:15][N:14]=1.N1C=CC=N1. (7) Given the product [CH3:23][O:24][CH2:25][C:26]([O:1][C:2]1[C:11]2[C:6](=[N:7][CH:8]=[CH:9][CH:10]=2)[N:5]([C:12]2[CH:13]=[CH:14][CH:15]=[CH:16][CH:17]=2)[C:4](=[O:18])[CH:3]=1)=[O:27], predict the reactants needed to synthesize it. The reactants are: [OH:1][C:2]1[C:11]2[C:6](=[N:7][CH:8]=[CH:9][CH:10]=2)[N:5]([C:12]2[CH:17]=[CH:16][CH:15]=[CH:14][CH:13]=2)[C:4](=[O:18])[CH:3]=1.[H-].[Na+].[H][H].[CH3:23][O:24][CH2:25][C:26](Cl)=[O:27].Cl.